Dataset: Forward reaction prediction with 1.9M reactions from USPTO patents (1976-2016). Task: Predict the product of the given reaction. The product is: [CH2:15]([O:14][C:13]1[C:8]([C:6]([OH:7])=[O:5])=[N:9][C:10]([C:23]2[CH:28]=[CH:27][C:26]([NH:29][C:30]([NH:32][C:33]3[CH:34]=[CH:35][CH:36]=[CH:37][CH:38]=3)=[O:31])=[CH:25][CH:24]=2)=[N:11][C:12]=1[N:17]1[CH2:22][CH2:21][O:20][CH2:19][CH2:18]1)[CH3:16]. Given the reactants [OH-].[K+].C([O:5][C:6]([C:8]1[C:13]([O:14][CH2:15][CH3:16])=[C:12]([N:17]2[CH2:22][CH2:21][O:20][CH2:19][CH2:18]2)[N:11]=[C:10]([C:23]2[CH:28]=[CH:27][C:26]([NH:29][C:30]([NH:32][C:33]3[CH:38]=[CH:37][CH:36]=[CH:35][CH:34]=3)=[O:31])=[CH:25][CH:24]=2)[N:9]=1)=[O:7])C.Cl, predict the reaction product.